Dataset: Catalyst prediction with 721,799 reactions and 888 catalyst types from USPTO. Task: Predict which catalyst facilitates the given reaction. (1) Reactant: [C:1]([CH2:9][C:10]([O:12]CC)=O)(=O)[C:2]1[CH:7]=[CH:6][CH:5]=[CH:4][CH:3]=1.C(=O)(O)O.[NH2:19][C:20]([NH2:22])=[NH:21]. Product: [NH2:21][C:20]1[NH:22][C:10](=[O:12])[CH:9]=[C:1]([C:2]2[CH:7]=[CH:6][CH:5]=[CH:4][CH:3]=2)[N:19]=1. The catalyst class is: 8. (2) Reactant: [H-].[Na+].[CH3:3][N:4]1[C:8]([CH2:9][OH:10])=[N:7][C:6]([N:11]2[CH2:15][CH2:14][CH2:13][CH2:12]2)=[N:5]1.Cl[C:17]1[CH:18]=[CH:19][C:20]2[N:21]([C:23]([CH3:30])=[C:24]([C:26]([F:29])([F:28])[F:27])[N:25]=2)[N:22]=1.O. Product: [CH3:30][C:23]1[N:21]2[N:22]=[C:17]([O:10][CH2:9][C:8]3[N:4]([CH3:3])[N:5]=[C:6]([N:11]4[CH2:15][CH2:14][CH2:13][CH2:12]4)[N:7]=3)[CH:18]=[CH:19][C:20]2=[N:25][C:24]=1[C:26]([F:28])([F:27])[F:29]. The catalyst class is: 3. (3) Reactant: [Br:1][C:2]1[CH:3]=[C:4]2[C:9](=[CH:10][CH:11]=1)[C:8](=[O:12])[NH:7][CH:6]=[C:5]2[S:13]([N:16]1[CH2:21][CH2:20][N:19]([C:22]([O:24][C:25]([CH3:28])([CH3:27])[CH3:26])=[O:23])[C@@H:18]([CH2:29][OH:30])[CH2:17]1)(=[O:15])=[O:14].Br[CH2:32][C:33]([CH3:44])([CH3:43])[CH2:34][O:35][Si:36]([C:39]([CH3:42])([CH3:41])[CH3:40])([CH3:38])[CH3:37].C(=O)([O-])[O-].[Cs+].[Cs+]. Product: [C:22]([O:24][CH2:25][CH3:28])(=[O:23])[CH3:32].[CH3:11][CH2:2][CH2:3][CH:4]([CH3:9])[CH3:5].[Br:1][C:2]1[CH:3]=[C:4]2[C:9](=[CH:10][CH:11]=1)[C:8](=[O:12])[N:7]([CH2:32][C:33]([CH3:44])([CH3:43])[CH2:34][O:35][Si:36]([C:39]([CH3:42])([CH3:41])[CH3:40])([CH3:37])[CH3:38])[CH:6]=[C:5]2[S:13]([N:16]1[CH2:21][CH2:20][N:19]([C:22]([O:24][C:25]([CH3:26])([CH3:27])[CH3:28])=[O:23])[C@@H:18]([CH2:29][OH:30])[CH2:17]1)(=[O:15])=[O:14]. The catalyst class is: 3.